From a dataset of Retrosynthesis with 50K atom-mapped reactions and 10 reaction types from USPTO. Predict the reactants needed to synthesize the given product. (1) Given the product COc1cccc(C(O)CN)c1, predict the reactants needed to synthesize it. The reactants are: COc1cccc(C(O)C[N+](=O)[O-])c1. (2) Given the product C#CCOc1ccc(CCC(=O)NCc2ccc(CO)cc2)cc1OC, predict the reactants needed to synthesize it. The reactants are: C#CCOc1ccc(CCC(=O)NCc2ccc(C=O)cc2)cc1OC. (3) Given the product CC(C)(C)OC(=O)NC1CCN(c2cc(F)c(C#N)c(OCCN3CCOCC3)c2)CC1, predict the reactants needed to synthesize it. The reactants are: CC(C)(C)OC(=O)NC1CCN(c2cc(F)c(C#N)c(F)c2)CC1.OCCN1CCOCC1. (4) Given the product CS(=O)(=O)c1ccc(Cn2c(=O)c(C(=O)NCCN3CCCC3)c(O)c3ncc(Cc4ccccc4)cc32)cc1, predict the reactants needed to synthesize it. The reactants are: CCOC(=O)c1c(O)c2ncc(Cc3ccccc3)cc2n(Cc2ccc(S(C)(=O)=O)cc2)c1=O.NCCN1CCCC1.